Dataset: Reaction yield outcomes from USPTO patents with 853,638 reactions. Task: Predict the reaction yield, written as a fraction of the theoretical maximum amount of product (1.0 means a 100% yield; for example, 0.34 means a 34% yield). (1) The reactants are Br[C:2]1[CH:3]=[CH:4][C:5]([F:22])=[C:6]([C:8]2[N:13]=[C:12]([C:14]([NH2:16])=[O:15])[C:11]([NH:17][CH:18]3[CH2:21][O:20][CH2:19]3)=[CH:10][CH:9]=2)[CH:7]=1.[C:23]([C@:25]1([OH:32])[CH2:29][CH2:28][N:27]([CH3:30])[C:26]1=[O:31])#[CH:24]. No catalyst specified. The product is [F:22][C:5]1[CH:4]=[CH:3][C:2]([C:24]#[C:23][C@:25]2([OH:32])[CH2:29][CH2:28][N:27]([CH3:30])[C:26]2=[O:31])=[CH:7][C:6]=1[C:8]1[N:13]=[C:12]([C:14]([NH2:16])=[O:15])[C:11]([NH:17][CH:18]2[CH2:21][O:20][CH2:19]2)=[CH:10][CH:9]=1. The yield is 0.200. (2) The reactants are [O:1]1[CH2:6][CH:5]=[N:4][C:3]2[N:7]=[CH:8][CH:9]=[CH:10][C:2]1=2.[C:11](O[C:11]([O:13][C:14]([CH3:17])([CH3:16])[CH3:15])=[O:12])([O:13][C:14]([CH3:17])([CH3:16])[CH3:15])=[O:12].[Li+].C[Si]([N-][Si](C)(C)C)(C)C. The catalyst is C1COCC1. The product is [C:14]([O:13][C:11]([N:4]1[CH2:5][CH2:6][O:1][C:2]2[CH:10]=[CH:9][CH:8]=[N:7][C:3]1=2)=[O:12])([CH3:17])([CH3:16])[CH3:15]. The yield is 0.800. (3) The reactants are [CH3:1][NH2:2].N.[Br:4][C:5]1[CH:6]=[C:7]([CH:13]=[CH:14][CH:15]=1)[O:8][CH2:9][C@@H:10]1[CH2:12][O:11]1. The catalyst is CO. The product is [Br:4][C:5]1[CH:6]=[C:7]([CH:13]=[CH:14][CH:15]=1)[O:8][CH2:9][C@@H:10]([OH:11])[CH2:12][NH:2][CH3:1]. The yield is 1.00. (4) The reactants are C(O[C:4]1[C:5](=[O:16])[C:6](=[O:15])[C:7]=1[NH:8][C:9]1[CH:14]=[CH:13][N:12]=[CH:11][CH:10]=1)C.[Cl:17][C:18]1[CH:23]=[CH:22][C:21]([NH:24][CH2:25][CH2:26][CH2:27][CH2:28][CH2:29][CH2:30][NH2:31])=[CH:20][CH:19]=1. No catalyst specified. The product is [Cl:17][C:18]1[CH:19]=[CH:20][C:21]([NH:24][CH2:25][CH2:26][CH2:27][CH2:28][CH2:29][CH2:30][NH:31][C:4]2[C:5](=[O:16])[C:6](=[O:15])[C:7]=2[NH:8][C:9]2[CH:10]=[CH:11][N:12]=[CH:13][CH:14]=2)=[CH:22][CH:23]=1. The yield is 0.890. (5) The reactants are [F:1][C:2]1[CH:7]=[CH:6][C:5]([C:8]([N:10]2[CH2:15][CH2:14][CH2:13][C@@H:12](O)[CH2:11]2)=[O:9])=[CH:4][CH:3]=1.[C:17]1([CH3:28])[CH:22]=[CH:21][CH:20]=[C:19]([C:23]2[NH:27][N:26]=[N:25][N:24]=2)[CH:18]=1. No catalyst specified. The product is [F:1][C:2]1[CH:7]=[CH:6][C:5]([C:8]([N:10]2[CH2:15][CH2:14][CH2:13][C@H:12]([N:25]3[N:26]=[N:27][C:23]([C:19]4[CH:18]=[C:17]([CH3:28])[CH:22]=[CH:21][CH:20]=4)=[N:24]3)[CH2:11]2)=[O:9])=[CH:4][CH:3]=1. The yield is 0.0800. (6) The reactants are C1C=CC2N(O)N=NC=2C=1.CCN=C=NCCCN(C)C.Cl.N(C(OCC1C2C(=CC=CC=2)C2C1=CC=CC=2)=O)[C@H](C(O)=O)CC(=O)OC(C)(C)C.CN1CCOCC1.[NH:60](C(OCC1C2C(=CC=CC=2)C2C1=CC=CC=2)=O)[C@H:61]([C:70]([NH:72][C@H:73]([C:78]([NH:80][C@H:81]([C:106]([NH2:108])=[O:107])[CH2:82][CH2:83][CH2:84][NH:85][C:86](=[NH:105])[NH:87][S:88]([C:91]1[C:103]([CH3:104])=[C:102]2[C:96]([O:97][C:98]([CH2:101]2)([CH3:100])[CH3:99])=[C:94]([CH3:95])[C:92]=1[CH3:93])(=[O:90])=[O:89])=[O:79])[CH2:74][CH:75]([CH3:77])[CH3:76])=[O:71])[CH2:62][C:63](=[O:69])[O:64][C:65]([CH3:68])([CH3:67])[CH3:66].N1CCCCC1. The catalyst is C(OCC)(=O)C.O.C1COCC1. The product is [NH2:60][C@H:61]([C:70]([NH:72][C@H:73]([C:78]([NH:80][C@H:81]([C:106]([NH2:108])=[O:107])[CH2:82][CH2:83][CH2:84][NH:85][C:86](=[NH:105])[NH:87][S:88]([C:91]1[C:103]([CH3:104])=[C:102]2[C:96]([O:97][C:98]([CH2:101]2)([CH3:99])[CH3:100])=[C:94]([CH3:95])[C:92]=1[CH3:93])(=[O:90])=[O:89])=[O:79])[CH2:74][CH:75]([CH3:77])[CH3:76])=[O:71])[CH2:62][C:63](=[O:69])[O:64][C:65]([CH3:67])([CH3:66])[CH3:68]. The yield is 0.780. (7) The reactants are [CH3:1][C:2]([CH3:46])([CH2:42][CH2:43][CH2:44][CH3:45])[C:3]([NH:5][CH2:6][C@@H:7]1[O:11][C:10]([CH3:13])([CH3:12])[N:9]([C:14]([O:16][C:17]([CH3:20])([CH3:19])[CH3:18])=[O:15])[C@H:8]1[CH2:21][C@H:22]([CH:26]([OH:41])[C:27]1[CH:35]=[C:34]2[C:30]([CH:31]=[N:32][N:33]2[CH2:36][CH2:37][CH2:38][O:39][CH3:40])=[CH:29][CH:28]=1)[CH:23]([CH3:25])[CH3:24])=[O:4].N1C=CC=CC=1.[NH4+].[Cl-].[CH3:55][C:56](OC(C)=O)=[O:57]. The yield is 0.730. No catalyst specified. The product is [C:56]([O:41][CH:26]([C:27]1[CH:35]=[C:34]2[C:30]([CH:31]=[N:32][N:33]2[CH2:36][CH2:37][CH2:38][O:39][CH3:40])=[CH:29][CH:28]=1)[C@H:22]([CH:23]([CH3:25])[CH3:24])[CH2:21][C@H:8]1[C@H:7]([CH2:6][NH:5][C:3](=[O:4])[C:2]([CH3:1])([CH3:46])[CH2:42][CH2:43][CH2:44][CH3:45])[O:11][C:10]([CH3:12])([CH3:13])[N:9]1[C:14]([O:16][C:17]([CH3:18])([CH3:19])[CH3:20])=[O:15])(=[O:57])[CH3:55]. (8) The reactants are [Cl:1][C:2]1[CH:7]=[C:6](Cl)[N:5]=[CH:4][N:3]=1.[CH3:9][O:10][C:11]1[CH:16]=[CH:15][CH:14]=[CH:13][C:12]=1B(O)O.C(COC)OC.C([O-])(O)=O.[Na+]. The catalyst is Cl[Pd](Cl)([P](C1C=CC=CC=1)(C1C=CC=CC=1)C1C=CC=CC=1)[P](C1C=CC=CC=1)(C1C=CC=CC=1)C1C=CC=CC=1.O. The product is [Cl:1][C:2]1[CH:7]=[C:6]([C:12]2[CH:13]=[CH:14][CH:15]=[CH:16][C:11]=2[O:10][CH3:9])[N:5]=[CH:4][N:3]=1. The yield is 0.750.